This data is from Choline transporter screen with 302,306 compounds. The task is: Binary Classification. Given a drug SMILES string, predict its activity (active/inactive) in a high-throughput screening assay against a specified biological target. The compound is S(=O)(=O)(N1CCc2c(C1)cccc2)c1cc2c(n(cc(c2=O)C(=O)NCCCN(CC)CC)CC)cc1. The result is 1 (active).